Dataset: Full USPTO retrosynthesis dataset with 1.9M reactions from patents (1976-2016). Task: Predict the reactants needed to synthesize the given product. (1) The reactants are: [F:1][C:2]1[CH:3]=[C:4]([C:8](=[O:15])[CH2:9][C:10]([O:12][CH2:13][CH3:14])=[O:11])[CH:5]=[CH:6][CH:7]=1.[H-].[Na+].[F:18][C:19]([F:29])([F:28])[C:20]1[CH:27]=[CH:26][C:23]([CH2:24]Br)=[CH:22][CH:21]=1.O. Given the product [F:1][C:2]1[CH:3]=[C:4]([C:8](=[O:15])[CH:9]([CH2:24][C:23]2[CH:22]=[CH:21][C:20]([C:19]([F:18])([F:28])[F:29])=[CH:27][CH:26]=2)[C:10]([O:12][CH2:13][CH3:14])=[O:11])[CH:5]=[CH:6][CH:7]=1, predict the reactants needed to synthesize it. (2) The reactants are: Cl[C:2]1[N:7]=[CH:6][N:5]=[C:4]([C:8]([NH:10][C:11]2[CH:12]=[C:13]3[C:17](=[CH:18][CH:19]=2)[NH:16][N:15]=[CH:14]3)=[O:9])[CH:3]=1.[CH2:20]([NH:23][CH:24]([CH3:26])[CH3:25])[CH2:21][CH3:22]. Given the product [NH:16]1[C:17]2[C:13](=[CH:12][C:11]([NH:10][C:8]([C:4]3[CH:3]=[C:2]([N:23]([CH:24]([CH3:26])[CH3:25])[CH2:20][CH2:21][CH3:22])[N:7]=[CH:6][N:5]=3)=[O:9])=[CH:19][CH:18]=2)[CH:14]=[N:15]1, predict the reactants needed to synthesize it. (3) Given the product [CH2:12]([O:11][P:7]([CH2:6][C:5]1[CH:4]=[CH:3][C:2]([NH:1][C:32](=[O:33])[CH2:31][CH2:30][C:26]2[CH:27]=[N:28][O:29][C:25]=2[C:22]2[CH:23]=[CH:24][C:19]([C:18]([F:35])([F:17])[F:36])=[CH:20][CH:21]=2)=[CH:16][CH:15]=1)([O:8][CH2:9][CH3:10])=[O:14])[CH3:13], predict the reactants needed to synthesize it. The reactants are: [NH2:1][C:2]1[CH:16]=[CH:15][C:5]([CH2:6][P:7](=[O:14])([O:11][CH2:12][CH3:13])[O:8][CH2:9][CH3:10])=[CH:4][CH:3]=1.[F:17][C:18]([F:36])([F:35])[C:19]1[CH:24]=[CH:23][C:22]([C:25]2[O:29][N:28]=[CH:27][C:26]=2[CH2:30][CH2:31][C:32](O)=[O:33])=[CH:21][CH:20]=1.ON1C2N=CC=CC=2N=N1.C(N=C=NCCCN(C)C)C. (4) Given the product [I:31][C:32]1[CH:40]=[CH:39][CH:38]=[CH:37][C:33]=1[C:34]([NH:30][C:27]1[CH:26]=[CH:25][C:24]([N:21]2[CH2:22][CH2:23][N:18]([C:16]([O:15][CH2:13][CH3:14])=[O:17])[CH2:19][CH2:20]2)=[CH:29][CH:28]=1)=[O:35], predict the reactants needed to synthesize it. The reactants are: Cl.C(N=C=NCCCN(C)C)C.[CH2:13]([O:15][C:16]([N:18]1[CH2:23][CH2:22][N:21]([C:24]2[CH:29]=[CH:28][C:27]([NH2:30])=[CH:26][CH:25]=2)[CH2:20][CH2:19]1)=[O:17])[CH3:14].[I:31][C:32]1[CH:40]=[CH:39][CH:38]=[CH:37][C:33]=1[C:34](O)=[O:35].ON1C2C=CC=CC=2N=N1. (5) Given the product [NH2:14][C:8]1[C:9]([N+:11]([O-:13])=[O:12])=[CH:10][C:5]([C:2]#[N:3])=[CH:6][C:7]=1[O:15][CH3:16], predict the reactants needed to synthesize it. The reactants are: [Cu][C:2]#[N:3].Br[C:5]1[CH:10]=[C:9]([N+:11]([O-:13])=[O:12])[C:8]([NH2:14])=[C:7]([O:15][CH3:16])[CH:6]=1.